Dataset: Reaction yield outcomes from USPTO patents with 853,638 reactions. Task: Predict the reaction yield, written as a fraction of the theoretical maximum amount of product (1.0 means a 100% yield; for example, 0.34 means a 34% yield). (1) The reactants are [F:1][C:2]1[CH:7]=[C:6]([CH:8]=[O:9])[CH:5]=[CH:4][C:3]=1B(O)O.[C:13]([C:15]1[CH:20]=[CH:19][CH:18]=[CH:17][C:16]=1B(O)O)#[N:14].C(=O)([O-])[O-].[Na+].[Na+].C1(C)C=CC=CC=1. The catalyst is [Br-].C([N+](CCCC)(CCCC)CCCC)CCC.C(OCC)(=O)C.C1C=CC(P(C2C=CC=CC=2)[C-]2C=CC=C2)=CC=1.C1C=CC(P(C2C=CC=CC=2)[C-]2C=CC=C2)=CC=1.Cl[Pd]Cl.[Fe+2]. The product is [F:1][C:2]1[CH:7]=[C:6]([CH2:8][OH:9])[CH:5]=[CH:4][C:3]=1[C:16]1[C:15]([C:13]#[N:14])=[CH:20][CH:19]=[CH:18][CH:17]=1. The yield is 0.300. (2) The reactants are [CH3:1][O:2][C:3]1[CH:12]=[CH:11][CH:10]=[C:9]2[C:4]=1[CH2:5][CH2:6][CH2:7][C:8]2=[N:13][NH:14][C:15](=[S:17])[NH2:16].Br[CH2:19][C:20]([C:22]1[CH:27]=[CH:26][CH:25]=[C:24]([N+:28]([O-:30])=[O:29])[CH:23]=1)=O. The catalyst is C1COCC1. The product is [CH3:1][O:2][C:3]1[CH:12]=[CH:11][CH:10]=[C:9]2[C:4]=1[CH2:5][CH2:6][CH2:7][C:8]2=[N:13][NH:14][C:15]1[S:17][CH:19]=[C:20]([C:22]2[CH:27]=[CH:26][CH:25]=[C:24]([N+:28]([O-:30])=[O:29])[CH:23]=2)[N:16]=1. The yield is 0.800. (3) The reactants are [C:1]1([N:7]2[C:15]3[C:10](=[CH:11][CH:12]=[CH:13][CH:14]=3)[C:9]([C:16]([O:18]C)=O)=[CH:8]2)[CH:6]=[CH:5][CH:4]=[CH:3][CH:2]=1.[CH2:20]([NH2:23])[CH2:21][NH2:22]. No catalyst specified. The product is [NH2:22][CH2:21][CH2:20][NH:23][C:16]([C:9]1[C:10]2[C:15](=[CH:14][CH:13]=[CH:12][CH:11]=2)[N:7]([C:1]2[CH:2]=[CH:3][CH:4]=[CH:5][CH:6]=2)[CH:8]=1)=[O:18]. The yield is 1.09. (4) The reactants are [NH:1]1[CH2:5][CH2:4][NH:3][C:2]1=[O:6].Br[CH2:8][C:9]([O:11][C:12]([CH3:15])([CH3:14])[CH3:13])=[O:10]. The catalyst is CN(C=O)C. The product is [O:6]=[C:2]1[NH:3][CH2:4][CH2:5][N:1]1[CH2:8][C:9]([O:11][C:12]([CH3:15])([CH3:14])[CH3:13])=[O:10]. The yield is 0.260. (5) The reactants are [F:1][C:2]1[CH:7]=[CH:6][C:5]([CH:8]2[C:16]3[C:11](=[CH:12][C:13]([CH:17]=O)=[CH:14][CH:15]=3)[CH2:10][O:9]2)=[CH:4][CH:3]=1.C(N(CC)CC)C.Cl.[NH2:27][OH:28].O. The catalyst is C1(C)C=CC=CC=1. The product is [F:1][C:2]1[CH:7]=[CH:6][C:5]([CH:8]2[C:16]3[C:11](=[CH:12][C:13]([CH:17]=[N:27][OH:28])=[CH:14][CH:15]=3)[CH2:10][O:9]2)=[CH:4][CH:3]=1. The yield is 0.792. (6) The product is [Cl:20][C:17]1[CH:18]=[CH:19][C:9]([OH:8])=[C:10]([O:11][CH2:12][CH:13]2[CH2:15][O:14]2)[CH:16]=1. The yield is 0.990. The catalyst is C(OCC)(=O)C.[Pd]. The reactants are C([O:8][C:9]1[CH:19]=[CH:18][C:17]([Cl:20])=[CH:16][C:10]=1[O:11][CH2:12][CH:13]1[CH2:15][O:14]1)C1C=CC=CC=1. (7) The reactants are [Mg].[F:2][C:3]1[CH:10]=[CH:9][C:6]([CH2:7]Br)=[CH:5][CH:4]=1.Cl[CH2:12][CH2:13][CH2:14][C:15]#[N:16]. The catalyst is C(OCC)C. The product is [F:2][C:3]1[CH:10]=[CH:9][C:6]([CH2:7][C:15]2[CH2:14][CH2:13][CH2:12][N:16]=2)=[CH:5][CH:4]=1. The yield is 0.378. (8) The reactants are [N:1]1[CH:6]=[CH:5][CH:4]=[CH:3][C:2]=1/[CH:7]=[N:8]/[C:9]1[CH:17]=[CH:16][CH:15]=[C:14]2[C:10]=1[CH2:11][O:12][C:13]2=[O:18].[CH:19](=O)[C:20]1[CH:25]=[CH:24][CH:23]=[CH:22][CH:21]=1.[CH3:27][O-:28].[Na+]. The catalyst is C(OCC)(=O)CC. The product is [O:28]=[C:27]1[C:10]2[C:14]([C:13]([O:12][CH3:11])=[O:18])=[CH:15][CH:16]=[CH:17][C:9]=2[NH:8][CH:7]([C:2]2[CH:3]=[CH:4][CH:5]=[CH:6][N:1]=2)[CH:19]1[C:20]1[CH:25]=[CH:24][CH:23]=[CH:22][CH:21]=1. The yield is 0.0500. (9) The reactants are C([O:5][C:6]([C:8]1[C:16]2[C:11](=[CH:12][C:13]([C:17]3(O)[CH2:22][CH2:21][O:20][CH2:19][CH2:18]3)=[CH:14][CH:15]=2)[NH:10][N:9]=1)=[O:7])(C)(C)C.C([SiH](CC)CC)C.ClCCl. The catalyst is FC(F)(F)C(O)=O. The product is [O:20]1[CH2:21][CH2:22][CH:17]([C:13]2[CH:12]=[C:11]3[C:16]([C:8]([C:6]([OH:7])=[O:5])=[N:9][NH:10]3)=[CH:15][CH:14]=2)[CH2:18][CH2:19]1. The yield is 0.600.